This data is from Forward reaction prediction with 1.9M reactions from USPTO patents (1976-2016). The task is: Predict the product of the given reaction. (1) Given the reactants [N+:1]([C:4]1[CH:5]=[C:6]2[C:10](=[CH:11][CH:12]=1)[N:9]([CH2:13][C:14]1[CH:22]=[CH:21][C:17]([C:18](O)=[O:19])=[CH:16][CH:15]=1)[CH:8]=[CH:7]2)([O-])=O.Cl.C([O:26][C:27](=[O:31])[CH2:28][CH2:29][NH2:30])C.[C:32]([C:36]1[CH:41]=[CH:40][C:39]([S:42](Cl)(=[O:44])=[O:43])=[CH:38][CH:37]=1)([CH3:35])([CH3:34])[CH3:33], predict the reaction product. The product is: [C:32]([C:36]1[CH:41]=[CH:40][C:39]([S:42]([NH:1][C:4]2[CH:5]=[C:6]3[C:10](=[CH:11][CH:12]=2)[N:9]([CH2:13][C:14]2[CH:15]=[CH:16][C:17]([C:18]([NH:30][CH2:29][CH2:28][C:27]([OH:26])=[O:31])=[O:19])=[CH:21][CH:22]=2)[CH:8]=[CH:7]3)(=[O:44])=[O:43])=[CH:38][CH:37]=1)([CH3:35])([CH3:33])[CH3:34]. (2) Given the reactants [CH3:1][S:2]([O-:5])(=[O:4])=[O:3].[CH3:6][N:7]([CH3:20])[C:8]1[CH:9]=[C:10]2[C:15](=[CH:16][CH:17]=1)[N+:14]([CH3:18])=[C:13]([CH3:19])[CH:12]=[CH:11]2.[CH2:21]([O:28][C:29]1[CH:36]=[CH:35][C:32]([CH:33]=O)=[CH:31][C:30]=1[Cl:37])[C:22]1[CH:27]=[CH:26][CH:25]=[CH:24][CH:23]=1.N1CCCCC1, predict the reaction product. The product is: [CH3:1][S:2]([O-:5])(=[O:4])=[O:3].[CH2:21]([O:28][C:29]1[CH:36]=[CH:35][C:32]([CH:33]=[CH:19][C:13]2[CH:12]=[CH:11][C:10]3[C:15](=[CH:16][CH:17]=[C:8]([N:7]([CH3:20])[CH3:6])[CH:9]=3)[N+:14]=2[CH3:18])=[CH:31][C:30]=1[Cl:37])[C:22]1[CH:23]=[CH:24][CH:25]=[CH:26][CH:27]=1.